From a dataset of NCI-60 drug combinations with 297,098 pairs across 59 cell lines. Regression. Given two drug SMILES strings and cell line genomic features, predict the synergy score measuring deviation from expected non-interaction effect. (1) Drug 1: CC12CCC3C(C1CCC2=O)CC(=C)C4=CC(=O)C=CC34C. Synergy scores: CSS=25.9, Synergy_ZIP=2.45, Synergy_Bliss=-3.33, Synergy_Loewe=-5.04, Synergy_HSA=-5.32. Drug 2: CC(C)(C#N)C1=CC(=CC(=C1)CN2C=NC=N2)C(C)(C)C#N. Cell line: COLO 205. (2) Drug 1: C1=CC(=CC=C1C#N)C(C2=CC=C(C=C2)C#N)N3C=NC=N3. Drug 2: CC1C(C(CC(O1)OC2CC(CC3=C2C(=C4C(=C3O)C(=O)C5=CC=CC=C5C4=O)O)(C(=O)C)O)N)O. Cell line: NCI-H322M. Synergy scores: CSS=51.9, Synergy_ZIP=5.37, Synergy_Bliss=3.92, Synergy_Loewe=2.58, Synergy_HSA=4.31. (3) Drug 1: CC1=C2C(C(=O)C3(C(CC4C(C3C(C(C2(C)C)(CC1OC(=O)C(C(C5=CC=CC=C5)NC(=O)C6=CC=CC=C6)O)O)OC(=O)C7=CC=CC=C7)(CO4)OC(=O)C)O)C)OC(=O)C. Drug 2: CC1=C(C(=CC=C1)Cl)NC(=O)C2=CN=C(S2)NC3=CC(=NC(=N3)C)N4CCN(CC4)CCO. Cell line: SNB-19. Synergy scores: CSS=12.7, Synergy_ZIP=-0.841, Synergy_Bliss=-1.19, Synergy_Loewe=-2.34, Synergy_HSA=0.564. (4) Drug 1: C1CCC(CC1)NC(=O)N(CCCl)N=O. Synergy scores: CSS=5.32, Synergy_ZIP=-2.32, Synergy_Bliss=-0.429, Synergy_Loewe=-1.16, Synergy_HSA=-1.21. Drug 2: C1=NC(=NC(=O)N1C2C(C(C(O2)CO)O)O)N. Cell line: SK-OV-3. (5) Drug 1: CC12CCC3C(C1CCC2O)C(CC4=C3C=CC(=C4)O)CCCCCCCCCS(=O)CCCC(C(F)(F)F)(F)F. Drug 2: C(CC(=O)O)C(=O)CN.Cl. Cell line: NCIH23. Synergy scores: CSS=12.6, Synergy_ZIP=-2.98, Synergy_Bliss=3.58, Synergy_Loewe=-0.447, Synergy_HSA=-0.444. (6) Drug 1: C1=C(C(=O)NC(=O)N1)F. Drug 2: CC1CCCC2(C(O2)CC(NC(=O)CC(C(C(=O)C(C1O)C)(C)C)O)C(=CC3=CSC(=N3)C)C)C. Cell line: MDA-MB-231. Synergy scores: CSS=17.1, Synergy_ZIP=-4.90, Synergy_Bliss=0.996, Synergy_Loewe=1.59, Synergy_HSA=1.78.